This data is from Forward reaction prediction with 1.9M reactions from USPTO patents (1976-2016). The task is: Predict the product of the given reaction. (1) The product is: [F:28][C:29]1[CH:36]=[CH:35][CH:34]=[C:33]([F:37])[C:30]=1[CH2:31][O:27][C:26]1[CH:25]=[CH:24][C:4]([NH:5][C:6]2[C:15]3[C:10](=[CH:11][CH:12]=[CH:13][C:14]=3[O:16][CH:17]3[CH2:22][CH2:21][N:20]([CH3:23])[CH2:19][CH2:18]3)[N:9]=[CH:8][N:7]=2)=[CH:3][C:2]=1[CH3:1]. Given the reactants [CH3:1][C:2]1[CH:3]=[C:4]([CH:24]=[CH:25][C:26]=1[OH:27])[NH:5][C:6]1[C:15]2[C:10](=[CH:11][CH:12]=[CH:13][C:14]=2[O:16][CH:17]2[CH2:22][CH2:21][N:20]([CH3:23])[CH2:19][CH2:18]2)[N:9]=[CH:8][N:7]=1.[F:28][C:29]1[CH:36]=[CH:35][CH:34]=[C:33]([F:37])[C:30]=1[CH2:31]Cl, predict the reaction product. (2) Given the reactants Cl.COC(=O)[C@H](NC(OC[C:29]1[CH:34]=[CH:33][CH:32]=[CH:31][CH:30]=1)=O)C[C:29]1[CH:34]=[CH:33][C:32](NC(OC(C)(C)C)=O)=[C:31](C)[C:30]=1CO.[CH3:36][O:37][C:38](=[O:69])[CH:39]([NH:58][C:59]([O:61][CH2:62][C:63]1[CH:68]=[CH:67][CH:66]=[CH:65][CH:64]=1)=[O:60])[CH2:40][C:41]1[CH:46]=[C:45]([CH3:47])[C:44]([NH:48][C:49](=[O:51])[CH3:50])=[C:43]([CH3:52])[C:42]=1[CH2:53]OC(=O)C.C(=O)([O-])[O-].[K+].[K+].CS([Cl:80])(=O)=O.[CH2:81]([N:83](CC)CC)C, predict the reaction product. The product is: [CH2:62]([O:61][C:59](=[O:60])[NH:58][CH:39]1[C:38](=[O:37])[N:83]([CH3:81])[CH2:53][C:42]2[C:43]([CH3:52])=[C:44]([NH:48][C:49](=[O:51])[CH3:50])[C:45]([CH3:47])=[CH:46][C:41]=2[CH2:40]1)[C:29]1[CH:34]=[CH:33][CH:32]=[CH:31][CH:30]=1.[CH3:36][O:37][C:38](=[O:69])[CH:39]([NH:58][C:59]([O:61][CH2:62][C:63]1[CH:68]=[CH:67][CH:66]=[CH:65][CH:64]=1)=[O:60])[CH2:40][C:41]1[CH:46]=[C:45]([CH3:47])[C:44]([NH:48][C:49](=[O:51])[CH3:50])=[C:43]([CH3:52])[C:42]=1[CH2:53][Cl:80]. (3) Given the reactants [OH:1][C:2]1[C:3]([CH2:21][OH:22])=[C:4]([CH:18]=[CH:19][CH:20]=1)[CH2:5][CH2:6][N:7]1[CH2:12][CH2:11][CH:10]([C:13]([O:15][CH2:16][CH3:17])=[O:14])[CH2:9][CH2:8]1, predict the reaction product. The product is: [CH:21]([C:3]1[C:2]([OH:1])=[CH:20][CH:19]=[CH:18][C:4]=1[CH2:5][CH2:6][N:7]1[CH2:8][CH2:9][CH:10]([C:13]([O:15][CH2:16][CH3:17])=[O:14])[CH2:11][CH2:12]1)=[O:22]. (4) Given the reactants [H-].[Na+].[CH2:3]([C:5]1[C:27]([F:28])=[CH:26][C:8]([O:9][C:10]2[CH:24]=[CH:23][C:13]([C:14]([N:16]3[CH2:21][CH2:20][NH:19][C:18](=[O:22])[CH2:17]3)=[O:15])=[CH:12][C:11]=2[F:25])=[C:7]([O:29][CH3:30])[CH:6]=1)[CH3:4].Br[CH2:32][C:33]([NH2:35])=[O:34].C(OCC)(=O)C, predict the reaction product. The product is: [CH2:3]([C:5]1[C:27]([F:28])=[CH:26][C:8]([O:9][C:10]2[CH:24]=[CH:23][C:13]([C:14]([N:16]3[CH2:21][CH2:20][N:19]([CH2:32][C:33]([NH2:35])=[O:34])[C:18](=[O:22])[CH2:17]3)=[O:15])=[CH:12][C:11]=2[F:25])=[C:7]([O:29][CH3:30])[CH:6]=1)[CH3:4]. (5) Given the reactants Cl[C:2]1[C:11]2=[N:12][N:13]([CH2:25][CH2:26][CH3:27])[C:14]([N:15]([CH2:23][CH3:24])C(=O)OC(C)(C)C)=[C:10]2[C:9]2[CH:8]=[CH:7][CH:6]=[CH:5][C:4]=2[N:3]=1.[NH3:28], predict the reaction product. The product is: [CH2:23]([NH:15][C:14]1[N:13]([CH2:25][CH2:26][CH3:27])[N:12]=[C:11]2[C:10]=1[C:9]1[CH:8]=[CH:7][CH:6]=[CH:5][C:4]=1[N:3]=[C:2]2[NH2:28])[CH3:24].